Dataset: Full USPTO retrosynthesis dataset with 1.9M reactions from patents (1976-2016). Task: Predict the reactants needed to synthesize the given product. The reactants are: [CH2:1]([O:3][C:4](=[O:35])/[C:5](/[CH2:24][CH2:25][CH2:26][O:27]CC1C=CC=CC=1)=[CH:6]\[CH2:7][C@H:8]([NH:16][C:17]([O:19][C:20]([CH3:23])([CH3:22])[CH3:21])=[O:18])[C:9]([O:11][C:12]([CH3:15])([CH3:14])[CH3:13])=[O:10])[CH3:2].C(OC(=O)/C(/CCCOCC1C=CC=CC=1)=C/C[C@H](NC(OC(C)(C)C)=O)C(OC(C)(C)C)=O)C. Given the product [C:20]([O:19][C:17]([NH:16][C@@H:8]([CH2:7][CH2:6][CH:5]([CH2:24][CH2:25][CH2:26][OH:27])[C:4]([O:3][CH2:1][CH3:2])=[O:35])[C:9]([O:11][C:12]([CH3:14])([CH3:15])[CH3:13])=[O:10])=[O:18])([CH3:23])([CH3:22])[CH3:21], predict the reactants needed to synthesize it.